This data is from Peptide-MHC class I binding affinity with 185,985 pairs from IEDB/IMGT. The task is: Regression. Given a peptide amino acid sequence and an MHC pseudo amino acid sequence, predict their binding affinity value. This is MHC class I binding data. (1) The peptide sequence is IIIAVARKH. The MHC is HLA-A02:01 with pseudo-sequence HLA-A02:01. The binding affinity (normalized) is 0. (2) The peptide sequence is RSNAILHNIY. The MHC is HLA-A11:01 with pseudo-sequence HLA-A11:01. The binding affinity (normalized) is 0.333. (3) The peptide sequence is EEAARCMRSL. The MHC is HLA-B18:01 with pseudo-sequence HLA-B18:01. The binding affinity (normalized) is 0.183. (4) The peptide sequence is VLITDDGEV. The MHC is HLA-A02:01 with pseudo-sequence HLA-A02:01. The binding affinity (normalized) is 0.307. (5) The peptide sequence is RRWIQLGLQK. The MHC is HLA-A30:02 with pseudo-sequence HLA-A30:02. The binding affinity (normalized) is 0.